Dataset: Experimentally validated miRNA-target interactions with 360,000+ pairs, plus equal number of negative samples. Task: Binary Classification. Given a miRNA mature sequence and a target amino acid sequence, predict their likelihood of interaction. (1) The miRNA is cel-miR-79-3p with sequence AUAAAGCUAGGUUACCAAAGCU. The protein sequence of the target gene is MPNVLLPPKESNLFKRILKCYEQKQYKNGLKFCKMILSNPKFAEHGETLAMKGLTLNCLGKKEEAYEFVRKGLRNDVKSHVCWHVYGLLQRSDKKYDEAIKCYRNALKLDKDNLQILRDLSLLQIQMRDLEGYRETRYQLLQLRPTQRASWIGYAIAYHLLKDYDMALKLLEEFRQTQQVPPNKIDYEYSELILYQNQVMREADLLQESLEHIEMYEKQICDKLLVEEIKGEILLKLGRLKEASEVFKNLIDRNAENWCYYEGLEKALQISTLEERLQIYEEISKQHPKAITPRRLPLTL.... Result: 0 (no interaction). (2) The miRNA is dme-miR-286-3p with sequence UGACUAGACCGAACACUCGUGCU. The protein sequence of the target gene is MALSDLVLLRWLRDSRHSRKLILFIVFLALLLDNMLLTVVVPIIPSYLYSIKHEKNTTEIQTARPALTASTSESFHSIFSYYNNSTVFTGNATGGLPGGESPKATTTQHTVTNTTVPPDCPSEDKDLLNENVQVGLLFASKATVQLLTNPFIGLLTNRIGYPIPMFAGFCIMFISTVMFAFSSSYAFLLIARSLQGIGSSCSSVAGMGMLASVYTDDEERGNAMGIALGGLAMGVLVGPPFGSVLYEFVGKTAPFLVLAALVLLDGAIQLFVLQPSRVQPESQKGTPLTTLLKDPYILIA.... Result: 0 (no interaction). (3) The miRNA is hsa-miR-7112-3p with sequence UGCAUCACAGCCUUUGGCCCUAG. The protein sequence of the target gene is MALLFSLILAICTRPGFLASPSGVRLVGGLHRCEGRVEVEQKGQWGTVCDDGWDIKDVAVLCRELGCGAASGTPSGILYEPPAEKEQKVLIQSVSCTGTEDTLAQCEQEEVYDCSHDEDAGASCENPESSFSPVPEGVRLADGPGHCKGRVEVKHQNQWYTVCQTGWSLRAAKVVCRQLGCGRAVLTQKRCNKHAYGRKPIWLSQMSCSGREATLQDCPSGPWGKNTCNHDEDTWVECEDPFDLRLVGGDNLCSGRLEVLHKGVWGSVCDDNWGEKEDQVVCKQLGCGKSLSPSFRDRKC.... Result: 0 (no interaction). (4) The miRNA is hsa-miR-571 with sequence UGAGUUGGCCAUCUGAGUGAG. The protein sequence of the target gene is MNPLAQPVIYSTIFAGTLITALSSHWFFTWVGLEMNMLAFIPVLTKKMNPRSTEAAIKYFLTQATASMILLMAILFNNMLSGQWTMTNTTNQYSSLMIMMAMAMKLGMAPFHFWVPEVTQGTPLTSGLLLLTWQKLAPISIMYQISPSLNVSLLLTLSILSIMAGSWGGLNQTQLRKILAYSSITHMGWMMAVLPYNPNMTILNLTIYIILTTTAFLLLNLNSSTTTLLLSRTWNKLTWLTPLIPSTLLSLGGLPPLTGFLPKWAIIEEFTKNNSLIIPTIMATITLLNLYFYLRLIYST.... Result: 0 (no interaction).